Dataset: Full USPTO retrosynthesis dataset with 1.9M reactions from patents (1976-2016). Task: Predict the reactants needed to synthesize the given product. (1) Given the product [ClH:21].[CH2:1]([N:8]1[CH2:17][CH2:16][C:15]2[N:14]=[C:13]([C:18]([O:20][CH3:22])=[O:19])[CH:12]=[CH:11][C:10]=2[CH2:9]1)[C:2]1[CH:3]=[CH:4][CH:5]=[CH:6][CH:7]=1, predict the reactants needed to synthesize it. The reactants are: [CH2:1]([N:8]1[CH2:17][CH2:16][C:15]2[N:14]=[C:13]([C:18]([OH:20])=[O:19])[CH:12]=[CH:11][C:10]=2[CH2:9]1)[C:2]1[CH:7]=[CH:6][CH:5]=[CH:4][CH:3]=1.[ClH:21].[CH3:22]O. (2) Given the product [F:23][C:17]1[CH:18]=[C:19]([F:22])[CH:20]=[CH:21][C:16]=1[N:9]1[C:10]2[CH:15]=[CH:14][CH:13]=[CH:12][C:11]=2[N:7]([CH2:6][CH2:5][O:4][CH2:3][CH2:2][NH:27][CH3:26])[S:8]1(=[O:25])=[O:24], predict the reactants needed to synthesize it. The reactants are: Br[CH2:2][CH2:3][O:4][CH2:5][CH2:6][N:7]1[C:11]2[CH:12]=[CH:13][CH:14]=[CH:15][C:10]=2[N:9]([C:16]2[CH:21]=[CH:20][C:19]([F:22])=[CH:18][C:17]=2[F:23])[S:8]1(=[O:25])=[O:24].[CH3:26][NH2:27]. (3) Given the product [C:35]1([S:34][C:29]2([C:30]([N:49]3[CH2:50][CH2:51][C:52]4[C:57](=[CH:56][CH:55]=[CH:54][CH:53]=4)[C@H:48]3[CH2:58][OH:59])=[O:32])[CH2:28][CH2:33]2)[CH:40]=[CH:39][CH:38]=[CH:37][CH:36]=1, predict the reactants needed to synthesize it. The reactants are: F[P-](F)(F)(F)(F)F.N1(O[P+](N(C)C)(N(C)C)N(C)C)C2C=CC=CC=2N=N1.[CH3:28][C:29]([S:34][C:35]1[CH:40]=[CH:39][CH:38]=[CH:37][CH:36]=1)([CH3:33])[C:30]([OH:32])=O.CN1CCOCC1.[C@@H:48]1([CH2:58][OH:59])[C:57]2[C:52](=[CH:53][CH:54]=[CH:55][CH:56]=2)[CH2:51][CH2:50][NH:49]1.CN(C=O)C.C(O)(C(F)(F)F)=O. (4) Given the product [CH3:1][N:2]([CH:3]1[CH2:16][C:15]2[C:6]([CH3:25])([CH:7]3[CH:12]([CH2:13][CH:14]=2)[CH:11]2[CH2:17][CH2:18][CH:19]4[CH:20]([CH3:24])[N:21]([CH3:23])[CH2:22][C:10]24[CH2:9][CH2:8]3)[CH2:5][CH2:4]1)[C:27]1[CH:34]=[CH:33][C:30]([C:31]#[N:32])=[CH:29][CH:28]=1, predict the reactants needed to synthesize it. The reactants are: [CH3:1][NH:2][CH:3]1[CH2:16][C:15]2[C:6]([CH3:25])([CH:7]3[CH:12]([CH2:13][CH:14]=2)[CH:11]2[CH2:17][CH2:18][CH:19]4[CH:20]([CH3:24])[N:21]([CH3:23])[CH2:22][C:10]24[CH2:9][CH2:8]3)[CH2:5][CH2:4]1.Br[C:27]1[CH:34]=[CH:33][C:30]([C:31]#[N:32])=[CH:29][CH:28]=1.C1(P(C2C=CC=CC=2)C2C=CC3C(=CC=CC=3)C=2C2C3C(=CC=CC=3)C=CC=2P(C2C=CC=CC=2)C2C=CC=CC=2)C=CC=CC=1.C(=O)([O-])[O-].[Cs+].[Cs+]. (5) Given the product [C:1]1([C:7]2[CH:12]=[CH:11][N:10]=[C:9]([NH:13][C:14]3[CH:15]=[C:16]([NH:21][C:22](=[O:31])[C:23]4[CH:28]=[CH:27][C:26]([CH2:29][Cl:34])=[CH:25][CH:24]=4)[CH:17]=[CH:18][C:19]=3[CH3:20])[N:8]=2)[CH:6]=[CH:5][CH:4]=[CH:3][CH:2]=1, predict the reactants needed to synthesize it. The reactants are: [C:1]1([C:7]2[CH:12]=[CH:11][N:10]=[C:9]([NH:13][C:14]3[CH:15]=[C:16]([NH:21][C:22](=[O:31])[C:23]4[CH:28]=[CH:27][C:26]([CH2:29]O)=[CH:25][CH:24]=4)[CH:17]=[CH:18][C:19]=3[CH3:20])[N:8]=2)[CH:6]=[CH:5][CH:4]=[CH:3][CH:2]=1.O=S(Cl)[Cl:34].